This data is from Full USPTO retrosynthesis dataset with 1.9M reactions from patents (1976-2016). The task is: Predict the reactants needed to synthesize the given product. The reactants are: [CH:1]1([N:7]2[C:11]([CH2:12][CH2:13][CH2:14][CH2:15][O:16][C:17]3[CH:18]=[C:19]4[C:24](=[CH:25][CH:26]=3)[NH:23][C:22](=[O:27])[CH2:21][CH2:20]4)=[N:10][N:9]=[N:8]2)[CH2:6][CH2:5][CH2:4][CH2:3][CH2:2]1.C(N(CC)CC)C.[Br:35][CH2:36][CH:37]([CH2:42][Br:43])[CH2:38][C:39](Cl)=[O:40]. Given the product [Br:35][CH2:36][CH:37]([CH2:42][Br:43])[CH2:38][C:39]([N:23]1[C:24]2[C:19](=[CH:18][C:17]([O:16][CH2:15][CH2:14][CH2:13][CH2:12][C:11]3[N:7]([CH:1]4[CH2:6][CH2:5][CH2:4][CH2:3][CH2:2]4)[N:8]=[N:9][N:10]=3)=[CH:26][CH:25]=2)[CH2:20][CH2:21][C:22]1=[O:27])=[O:40], predict the reactants needed to synthesize it.